Dataset: Catalyst prediction with 721,799 reactions and 888 catalyst types from USPTO. Task: Predict which catalyst facilitates the given reaction. (1) Reactant: Br[C:2]1[CH:24]=[C:23]([F:25])[CH:22]=[C:21]([F:26])[C:3]=1[O:4][CH2:5][C:6]([N:8]([CH:18]([CH3:20])[CH3:19])[NH:9][C:10](=[O:17])[C:11]1[CH:16]=[CH:15][CH:14]=[CH:13][CH:12]=1)=[O:7].C([O-])([O-])=O.[Na+].[Na+].[CH2:33]([C:35]1[CH:40]=[CH:39][CH:38]=[CH:37][C:36]=1B(O)O)[CH3:34]. Product: [CH2:33]([C:35]1[CH:40]=[CH:39][CH:38]=[CH:37][C:36]=1[C:2]1[CH:24]=[C:23]([F:25])[CH:22]=[C:21]([F:26])[C:3]=1[O:4][CH2:5][C:6]([N:8]([CH:18]([CH3:20])[CH3:19])[NH:9][C:10](=[O:17])[C:11]1[CH:16]=[CH:15][CH:14]=[CH:13][CH:12]=1)=[O:7])[CH3:34]. The catalyst class is: 57. (2) Reactant: C(O)(C(F)(F)F)=O.[CH2:8]([O:46][CH:47]1[C@H:51]2[C@H:52](OC3CCCCO3)[N:53](C(OC(C)(C)C)=O)[C:54]3[CH:61]=[CH:60][C:59]([O:62][CH3:63])=[CH:58][C:55]=3[C:56](=[O:57])[N:50]2[CH2:49][CH2:48]1)[CH2:9][CH2:10][CH2:11][CH2:12][CH2:13][O:14][CH:15]1[C@H:19]2[C@H:20](OC3CCCCO3)[N:21](C(OC(C)(C)C)=O)[C:22]3[CH:29]=[CH:28][C:27]([O:30][CH3:31])=[CH:26][C:23]=3[C:24](=[O:25])[N:18]2[CH2:17][CH2:16]1.C([O-])(O)=O.[Na+]. Product: [CH2:8]([O:46][CH:47]1[C@@H:51]2[CH:52]=[N:53][C:54]3[CH:61]=[CH:60][C:59]([O:62][CH3:63])=[CH:58][C:55]=3[C:56](=[O:57])[N:50]2[CH2:49][CH2:48]1)[CH2:9][CH2:10][CH2:11][CH2:12][CH2:13][O:14][CH:15]1[C@@H:19]2[CH:20]=[N:21][C:22]3[CH:29]=[CH:28][C:27]([O:30][CH3:31])=[CH:26][C:23]=3[C:24](=[O:25])[N:18]2[CH2:17][CH2:16]1. The catalyst class is: 254. (3) Reactant: C(O[BH-](OC(=O)C)OC(=O)C)(=O)C.[Na+].[CH:15]1([S:18][C:19]2[CH:24]=[CH:23][C:22]([C:25]([C:27]3[NH:32][C:31](=[O:33])[C:30]([C:34]([F:37])([F:36])[F:35])=[CH:29][CH:28]=3)=[O:26])=[CH:21][CH:20]=2)[CH2:17][CH2:16]1.[Cl-].[NH4+]. Product: [CH:15]1([S:18][C:19]2[CH:24]=[CH:23][C:22]([CH:25]([OH:26])[C:27]3[NH:32][C:31](=[O:33])[C:30]([C:34]([F:36])([F:35])[F:37])=[CH:29][CH:28]=3)=[CH:21][CH:20]=2)[CH2:17][CH2:16]1. The catalyst class is: 22. (4) Reactant: [CH:1]1([N:4]([CH2:12][C:13](=[O:32])[NH:14][CH2:15][C:16]2[CH:17]=[C:18]([C:22]3[CH:27]=[CH:26][C:25]([C:28]([F:31])([F:30])[F:29])=[CH:24][CH:23]=3)[CH:19]=[CH:20][CH:21]=2)C(=O)OC(C)(C)C)[CH2:3][CH2:2]1.O1CCOCC1. Product: [CH:1]1([NH:4][CH2:12][C:13]([NH:14][CH2:15][C:16]2[CH:17]=[C:18]([C:22]3[CH:23]=[CH:24][C:25]([C:28]([F:29])([F:30])[F:31])=[CH:26][CH:27]=3)[CH:19]=[CH:20][CH:21]=2)=[O:32])[CH2:2][CH2:3]1. The catalyst class is: 33. (5) Reactant: [NH2:1][C:2]1[C:7]([C:8]#[N:9])=[C:6]([C:10]2[S:14][CH:13]=[N:12][CH:11]=2)[C:5]([C:15]#[N:16])=[C:4]([SH:17])[N:3]=1.Cl[CH2:19][C:20]1[N:21]=[C:22]([C:25]2[CH:30]=[CH:29][C:28]([Cl:31])=[CH:27][CH:26]=2)[S:23][CH:24]=1.C(=O)(O)[O-].[Na+].C(#N)C. Product: [NH2:1][C:2]1[C:7]([C:8]#[N:9])=[C:6]([C:10]2[S:14][CH:13]=[N:12][CH:11]=2)[C:5]([C:15]#[N:16])=[C:4]([S:17][CH2:19][C:20]2[N:21]=[C:22]([C:25]3[CH:30]=[CH:29][C:28]([Cl:31])=[CH:27][CH:26]=3)[S:23][CH:24]=2)[N:3]=1. The catalyst class is: 18.